From a dataset of Full USPTO retrosynthesis dataset with 1.9M reactions from patents (1976-2016). Predict the reactants needed to synthesize the given product. (1) Given the product [N+:12]1([O-:9])[CH:17]=[CH:16][CH:15]=[C:14]2[CH2:18][N:19]([C:21]([O:23][CH2:24][CH3:25])=[O:22])[CH2:20][C:13]=12, predict the reactants needed to synthesize it. The reactants are: C1C=C(Cl)C=C(C(OO)=[O:9])C=1.[N:12]1[CH:17]=[CH:16][CH:15]=[C:14]2[CH2:18][N:19]([C:21]([O:23][CH2:24][CH3:25])=[O:22])[CH2:20][C:13]=12.O. (2) Given the product [Cl:1][C:2]1[N:3]=[C:4]([CH2:10][CH2:11][CH3:12])[C:5]([CH2:9][Cl:15])=[N:6][CH:7]=1, predict the reactants needed to synthesize it. The reactants are: [Cl:1][C:2]1[N:3]=[C:4]([CH2:10][CH2:11][CH3:12])[CH:5]([CH3:9])[N:6](O)[CH:7]=1.O=P(Cl)(Cl)[Cl:15].